Predict the reactants needed to synthesize the given product. From a dataset of Full USPTO retrosynthesis dataset with 1.9M reactions from patents (1976-2016). (1) Given the product [S:1]1[CH:5]=[N:4][N:3]=[C:2]1[C:13]1([OH:16])[CH2:14][CH2:15][C:10]2([O:9][CH2:8][CH2:7][O:6]2)[CH2:11][CH2:12]1, predict the reactants needed to synthesize it. The reactants are: [S:1]1[CH:5]=[N:4][N:3]=[CH:2]1.[O:6]1[C:10]2([CH2:15][CH2:14][C:13](=[O:16])[CH2:12][CH2:11]2)[O:9][CH2:8][CH2:7]1. (2) Given the product [Br:1][C:2]1[C:3]([O:21][CH3:22])=[C:4]([C:10]([CH2:13][S:14][C:15]2[CH:20]=[CH:19][CH:18]=[C:17]([F:38])[CH:16]=2)=[CH:11][CH:12]=1)[C:5]([O:7][CH3:8])=[O:6], predict the reactants needed to synthesize it. The reactants are: [Br:1][C:2]1[C:3]([O:21][CH3:22])=[C:4]([C:10]([CH2:13][S:14][C:15]2[CH:20]=[CH:19][CH:18]=[CH:17][CH:16]=2)=[CH:11][CH:12]=1)[C:5]([O:7][CH2:8]C)=[O:6].BrC1C(OC)=C(C(CBr)=CC=1)C(OC)=O.[F:38]C1C=C(S)C=CC=1. (3) Given the product [Br:1][C:2]1[CH:7]=[CH:6][CH:5]=[C:4]([CH:8]([F:19])[C:9]2[N:10]=[N:11][N:12]([CH3:14])[CH:13]=2)[N:3]=1, predict the reactants needed to synthesize it. The reactants are: [Br:1][C:2]1[CH:7]=[CH:6][CH:5]=[C:4]([CH:8]([F:19])[C:9]2[N:10]=[N:11][N:12]([CH2:14][Si](C)(C)C)[CH:13]=2)[N:3]=1.CCCC[N+](CCCC)(CCCC)CCCC.[F-]. (4) The reactants are: Br[C:2]1[CH:3]=[C:4]([CH:28]=[CH:29][CH:30]=1)[CH2:5][N:6]1[C:14]2[C:9](=[CH:10][C:11]([NH:15][C:16]3[N:24]=[CH:23][C:22]([CH:25]4[CH2:27][CH2:26]4)=[CH:21][C:17]=3[C:18]([OH:20])=[O:19])=[CH:12][CH:13]=2)[CH:8]=[CH:7]1.[CH3:31][O:32][CH2:33]/[CH:34]=[CH:35]/B1OC(C)(C)C(C)(C)O1.P([O-])([O-])([O-])=O.[K+].[K+].[K+].Cl. Given the product [CH:25]1([C:22]2[CH:23]=[N:24][C:16]([NH:15][C:11]3[CH:10]=[C:9]4[C:14](=[CH:13][CH:12]=3)[N:6]([CH2:5][C:4]3[CH:28]=[CH:29][CH:30]=[C:2](/[CH:35]=[CH:34]/[CH2:33][O:32][CH3:31])[CH:3]=3)[CH:7]=[CH:8]4)=[C:17]([CH:21]=2)[C:18]([OH:20])=[O:19])[CH2:27][CH2:26]1, predict the reactants needed to synthesize it. (5) Given the product [Cl:1][C:2]1[CH:3]=[CH:4][C:5]([O:6][C:7]2[CH:12]=[CH:11][C:10]([C:13]3([CH:14]([CH3:16])[CH3:15])[CH2:24][O:17]3)=[C:9]([C:18]([F:19])([F:20])[F:21])[CH:8]=2)=[CH:22][CH:23]=1, predict the reactants needed to synthesize it. The reactants are: [Cl:1][C:2]1[CH:23]=[CH:22][C:5]([O:6][C:7]2[CH:12]=[CH:11][C:10]([C:13](=[O:17])[CH:14]([CH3:16])[CH3:15])=[C:9]([C:18]([F:21])([F:20])[F:19])[CH:8]=2)=[CH:4][CH:3]=1.[CH3:24][S+](C)C.COS([O-])(=O)=O.[OH-].[K+].O. (6) Given the product [Cl:17][C:18]1[C:23]([NH:24][C:25]2[C:34]3[C:29](=[CH:30][C:31]([O:43][CH2:6][CH3:7])=[CH:32][C:33]=3[O:35][CH:36]3[CH2:41][CH2:40][N:39]([CH3:42])[CH2:38][CH2:37]3)[N:28]=[CH:27][N:26]=2)=[C:22]2[O:44][CH2:45][O:46][C:21]2=[CH:20][CH:19]=1, predict the reactants needed to synthesize it. The reactants are: N(C(OC(C)(C)C)=O)=NC(O[C:6](C)(C)[CH3:7])=O.[Cl:17][C:18]1[C:23]([NH:24][C:25]2[C:34]3[C:29](=[CH:30][C:31]([OH:43])=[CH:32][C:33]=3[O:35][CH:36]3[CH2:41][CH2:40][N:39]([CH3:42])[CH2:38][CH2:37]3)[N:28]=[CH:27][N:26]=2)=[C:22]2[O:44][CH2:45][O:46][C:21]2=[CH:20][CH:19]=1.C1(P(C2C=CC=CC=2)C2C=CC=CC=2)C=CC=CC=1.Cl.N.